This data is from Forward reaction prediction with 1.9M reactions from USPTO patents (1976-2016). The task is: Predict the product of the given reaction. Given the reactants [Cl:1][C:2]1[CH:3]=[C:4]([CH:8]([NH:11]C(=O)OC(C)(C)C)[CH2:9][F:10])[CH:5]=[CH:6][CH:7]=1.Cl, predict the reaction product. The product is: [Cl:1][C:2]1[CH:3]=[C:4]([CH:8]([NH2:11])[CH2:9][F:10])[CH:5]=[CH:6][CH:7]=1.